From a dataset of CYP2C9 inhibition data for predicting drug metabolism from PubChem BioAssay. Regression/Classification. Given a drug SMILES string, predict its absorption, distribution, metabolism, or excretion properties. Task type varies by dataset: regression for continuous measurements (e.g., permeability, clearance, half-life) or binary classification for categorical outcomes (e.g., BBB penetration, CYP inhibition). Dataset: cyp2c9_veith. (1) The drug is CC(C)CNc1nc(N)[nH]c(=O)c1NC=O. The result is 0 (non-inhibitor). (2) The molecule is COc1ccccc1CNc1ncncc1-c1ccc2c(c1)OCO2. The result is 1 (inhibitor).